From a dataset of Full USPTO retrosynthesis dataset with 1.9M reactions from patents (1976-2016). Predict the reactants needed to synthesize the given product. (1) Given the product [NH2:5][C:4]1[C:3]2[C:2](=[CH:9][CH:8]=[CH:7][C:6]=2[O:10][C@H:11]2[CH2:16][CH2:15][C@H:14]([NH:17][C:18]3[N:19]=[CH:20][CH:21]=[CH:22][N:23]=3)[CH2:13][CH2:12]2)[N:1]=[C:26]([CH3:28])[C:25]=1[C:24]([O:30][CH2:31][CH3:32])=[O:29], predict the reactants needed to synthesize it. The reactants are: [NH2:1][C:2]1[CH:9]=[CH:8][CH:7]=[C:6]([O:10][C@H:11]2[CH2:16][CH2:15][C@H:14]([NH:17][C:18]3[N:23]=[CH:22][CH:21]=[CH:20][N:19]=3)[CH2:13][CH2:12]2)[C:3]=1[C:4]#[N:5].[C:24]([O:30][CH2:31][CH3:32])(=[O:29])[CH2:25][C:26]([CH3:28])=O. (2) The reactants are: [CH:1]([C:4]1[C:8]([CH2:9][CH2:10][CH2:11][CH2:12][OH:13])=[CH:7][N:6]([C:14]2[CH:19]=[CH:18][C:17]([C:20]([F:23])([F:22])[F:21])=[CH:16][N:15]=2)[N:5]=1)([CH3:3])[CH3:2].O[C:25]1[C:29]([CH2:30][C:31]([O:33]C)=[O:32])=[CH:28][N:27]([C:35]2[CH:40]=[CH:39][CH:38]=[CH:37][CH:36]=2)[N:26]=1.C(P(CCCC)CCCC)CCC.N(C(N1CCCCC1)=O)=NC(N1CCCCC1)=O. Given the product [CH:1]([C:4]1[C:8]([CH2:9][CH2:10][CH2:11][CH2:12][O:13][C:25]2[C:29]([CH2:30][C:31]([OH:33])=[O:32])=[CH:28][N:27]([C:35]3[CH:40]=[CH:39][CH:38]=[CH:37][CH:36]=3)[N:26]=2)=[CH:7][N:6]([C:14]2[CH:19]=[CH:18][C:17]([C:20]([F:22])([F:21])[F:23])=[CH:16][N:15]=2)[N:5]=1)([CH3:3])[CH3:2], predict the reactants needed to synthesize it. (3) Given the product [C:3]([C:13]1[C:8]([F:7])=[CH:9][C:10]([OH:15])=[CH:11][C:12]=1[F:14])([CH3:6])([CH3:5])[CH3:4], predict the reactants needed to synthesize it. The reactants are: CO[C:3]([CH3:6])([CH3:5])[CH3:4].[F:7][C:8]1[CH:9]=[C:10]([OH:15])[CH:11]=[C:12]([F:14])[CH:13]=1. (4) Given the product [Br:1][C:2]1[S:6][C:5]([NH:7][C:8]([NH:26][C:24]2[N:23]([CH3:27])[N:22]=[C:21]([C:17]([CH3:20])([CH3:19])[CH3:18])[CH:25]=2)=[O:16])=[N:4][CH:3]=1, predict the reactants needed to synthesize it. The reactants are: [Br:1][C:2]1[S:6][C:5]([NH:7][C:8](=[O:16])OC2C=CC=CC=2)=[N:4][CH:3]=1.[C:17]([C:21]1[CH:25]=[C:24]([NH2:26])[N:23]([CH3:27])[N:22]=1)([CH3:20])([CH3:19])[CH3:18]. (5) Given the product [Br:1][C:2]1[CH:3]=[C:4]([C:8](=[O:21])[C:9]([C:10]2[CH:11]=[N:12][N:13]([CH2:15][C:16]([F:17])([F:18])[F:19])[CH:14]=2)=[O:37])[CH:5]=[CH:6][CH:7]=1, predict the reactants needed to synthesize it. The reactants are: [Br:1][C:2]1[CH:3]=[C:4]([C:8]#[C:9][C:10]2[CH:11]=[N:12][N:13]([CH2:15][C:16]([F:19])([F:18])[F:17])[CH:14]=2)[CH:5]=[CH:6][CH:7]=1.C([O-])(O)=[O:21].[Na+].[O-]S([O-])(=O)=O.[Mg+2].[Mn]([O-])(=O)(=O)=O.[K+].[OH2:37]. (6) The reactants are: [NH2:1][C:2]1[CH:7]=[CH:6][C:5]([C:8]2[CH:16]=[C:15]3[C:11]([CH2:12][N:13]([C@@H:18]([CH:23]([CH3:25])[CH3:24])[C:19]([O:21][CH3:22])=[O:20])[C:14]3=[O:17])=[CH:10][CH:9]=2)=[CH:4][CH:3]=1.[O:26]([C:33]1[CH:38]=[CH:37][CH:36]=[CH:35][C:34]=1[N:39]=[C:40]=[O:41])[C:27]1[CH:32]=[CH:31][CH:30]=[CH:29][CH:28]=1. Given the product [CH3:24][CH:23]([CH3:25])[C@H:18]([N:13]1[CH2:12][C:11]2[C:15](=[CH:16][C:8]([C:5]3[CH:4]=[CH:3][C:2]([NH:1][C:40]([NH:39][C:34]4[CH:35]=[CH:36][CH:37]=[CH:38][C:33]=4[O:26][C:27]4[CH:32]=[CH:31][CH:30]=[CH:29][CH:28]=4)=[O:41])=[CH:7][CH:6]=3)=[CH:9][CH:10]=2)[C:14]1=[O:17])[C:19]([O:21][CH3:22])=[O:20], predict the reactants needed to synthesize it.